From a dataset of Catalyst prediction with 721,799 reactions and 888 catalyst types from USPTO. Predict which catalyst facilitates the given reaction. Reactant: [N:1]1[CH:6]=[CH:5][CH:4]=[CH:3][C:2]=1[C:7]([NH:9][C:10]1[C:11]([C:15]([NH:17][CH2:18][CH2:19][CH2:20][C:21]([O:23]CC)=[O:22])=[O:16])=[N:12][NH:13][CH:14]=1)=[O:8].C(O)C.[OH-].[Na+].Cl. Product: [N:1]1[CH:6]=[CH:5][CH:4]=[CH:3][C:2]=1[C:7]([NH:9][C:10]1[C:11]([C:15]([NH:17][CH2:18][CH2:19][CH2:20][C:21]([OH:23])=[O:22])=[O:16])=[N:12][NH:13][CH:14]=1)=[O:8]. The catalyst class is: 7.